Dataset: Peptide-MHC class I binding affinity with 185,985 pairs from IEDB/IMGT. Task: Regression. Given a peptide amino acid sequence and an MHC pseudo amino acid sequence, predict their binding affinity value. This is MHC class I binding data. (1) The peptide sequence is VVLVGLMAL. The MHC is Patr-B0101 with pseudo-sequence Patr-B0101. The binding affinity (normalized) is 0. (2) The peptide sequence is FYLYLTFYF. The MHC is HLA-A30:02 with pseudo-sequence HLA-A30:02. The binding affinity (normalized) is 0.